From a dataset of Catalyst prediction with 721,799 reactions and 888 catalyst types from USPTO. Predict which catalyst facilitates the given reaction. (1) Reactant: CCN(C(C)C)C(C)C.[Br:10][C:11]1[CH:12]=[N:13][CH:14]=[C:15]([CH:19]=1)[C:16]([OH:18])=O.[CH3:20][CH:21]1[CH2:26][CH2:25][N:24]([CH2:27][C:28]2[CH:33]=[CH:32][C:31]([NH2:34])=[CH:30][CH:29]=2)[CH2:23][CH2:22]1.F[P-](F)(F)(F)(F)F.N1(O[P+](N(C)C)(N(C)C)N(C)C)C2C=CC=CC=2N=N1. Product: [Br:10][C:11]1[CH:12]=[N:13][CH:14]=[C:15]([CH:19]=1)[C:16]([NH:34][C:31]1[CH:30]=[CH:29][C:28]([CH2:27][N:24]2[CH2:25][CH2:26][CH:21]([CH3:20])[CH2:22][CH2:23]2)=[CH:33][CH:32]=1)=[O:18]. The catalyst class is: 31. (2) Reactant: [CH2:1]([O:8][C:9]1[C:13]([O:14][CH2:15][C:16]2[CH:21]=[CH:20][CH:19]=[CH:18][CH:17]=2)=[C:12]([C:22](O)=[O:23])[N:11]([C:25]2[CH:30]=[CH:29][C:28]([O:31][CH3:32])=[CH:27][CH:26]=2)[C:10]=1[C:33]([OH:35])=O)[C:2]1[CH:7]=[CH:6][CH:5]=[CH:4][CH:3]=1.CC[N:38]([CH:42]([CH3:44])C)[CH:39]([CH3:41])C.CN(C(ON1N=N[C:55]2C=[CH:57][CH:58]=[N:59][C:54]1=2)=[N+](C)C)C.F[P-](F)(F)(F)(F)F.C(NCC)C. Product: [CH2:15]([O:14][C:13]1[C:9]([O:8][CH2:1][C:2]2[CH:3]=[CH:4][CH:5]=[CH:6][CH:7]=2)=[C:10]([C:33]([N:59]([CH2:54][CH3:55])[CH2:58][CH3:57])=[O:35])[N:11]([C:25]2[CH:26]=[CH:27][C:28]([O:31][CH3:32])=[CH:29][CH:30]=2)[C:12]=1[C:22]([N:38]([CH2:39][CH3:41])[CH2:42][CH3:44])=[O:23])[C:16]1[CH:17]=[CH:18][CH:19]=[CH:20][CH:21]=1. The catalyst class is: 3. (3) Reactant: C[CH:2]1[N:9]([C:10]([O:12][C:13]([CH3:16])([CH3:15])[CH3:14])=[O:11])[CH2:8][CH2:7][C:4]2([O:6][CH2:5]2)[CH2:3]1.[CH3:17][C:18]1([NH2:21])[CH2:20][CH2:19]1. Product: [OH:6][C:4]1([CH2:5][NH:21][C:18]2([CH3:17])[CH2:20][CH2:19]2)[CH2:3][CH2:2][N:9]([C:10]([O:12][C:13]([CH3:14])([CH3:15])[CH3:16])=[O:11])[CH2:8][CH2:7]1. The catalyst class is: 8. (4) Reactant: CC(C)N=C=N[CH:6]([CH3:8])[CH3:7].[NH:10]([C:24]([O:26][CH2:27][C:28]1[CH:33]=[CH:32][CH:31]=[CH:30][CH:29]=1)=[O:25])[C@H:11]([C:17]([O:19]C(C)(C)C)=O)[CH2:12][CH2:13][C:14](=[O:16])[OH:15].C([O:38][C:39](=[O:42])[NH:40][NH2:41])CCC.[CH2:43](Cl)Cl. Product: [NH:10]([C:24]([O:26][CH2:27][C:28]1[CH:29]=[CH:30][CH:31]=[CH:32][CH:33]=1)=[O:25])[C@H:11]([C:17]([NH:41][NH:40][C:39]([O:42][C:6]([CH3:7])([CH3:8])[CH3:43])=[O:38])=[O:19])[CH2:12][CH2:13][C:14](=[O:16])[OH:15]. The catalyst class is: 142. (5) Reactant: C[O:2][C:3]1([CH2:9][N:10]2[C:14]([CH3:15])=[CH:13][CH:12]=[N:11]2)[CH2:8][CH2:7][CH2:6][CH2:5][CH2:4]1.[Br:16]N1C(=O)CCC1=O. Product: [Br:16][C:13]1[CH:12]=[N:11][N:10]([CH2:9][C:3]2([OH:2])[CH2:8][CH2:7][CH2:6][CH2:5][CH2:4]2)[C:14]=1[CH3:15]. The catalyst class is: 675.